Predict the reactants needed to synthesize the given product. From a dataset of Full USPTO retrosynthesis dataset with 1.9M reactions from patents (1976-2016). Given the product [Cl:24][C:19]1[CH:20]=[CH:21][CH:22]=[CH:23][C:18]=1[C:8]1[C:9]([C:11]2[CH:12]=[CH:13][C:14]([Cl:17])=[CH:15][CH:16]=2)=[CH:10][C:5]2[N:6]([C:2]([NH:31][CH:25]3[CH2:30][CH2:29][CH2:28][CH2:27][CH2:26]3)=[N:3][N:4]=2)[N:7]=1, predict the reactants needed to synthesize it. The reactants are: Cl[C:2]1[N:6]2[N:7]=[C:8]([C:18]3[CH:23]=[CH:22][CH:21]=[CH:20][C:19]=3[Cl:24])[C:9]([C:11]3[CH:16]=[CH:15][C:14]([Cl:17])=[CH:13][CH:12]=3)=[CH:10][C:5]2=[N:4][N:3]=1.[CH:25]1([NH2:31])[CH2:30][CH2:29][CH2:28][CH2:27][CH2:26]1.